This data is from Forward reaction prediction with 1.9M reactions from USPTO patents (1976-2016). The task is: Predict the product of the given reaction. (1) Given the reactants [CH2:1]([S:8][C:9]1[CH:10]=[C:11]2[C:16](=[CH:17][CH:18]=1)[C:15](=O)[NH:14][CH:13]=[C:12]2[O:20][CH3:21])[C:2]1[CH:7]=[CH:6][CH:5]=[CH:4][CH:3]=1.[Cl:22]CCCl.O=P(Cl)(Cl)Cl, predict the reaction product. The product is: [CH2:1]([S:8][C:9]1[CH:10]=[C:11]2[C:16](=[CH:17][CH:18]=1)[C:15]([Cl:22])=[N:14][CH:13]=[C:12]2[O:20][CH3:21])[C:2]1[CH:7]=[CH:6][CH:5]=[CH:4][CH:3]=1. (2) Given the reactants [NH2:1][C:2]1[C:3]([Cl:9])=[N:4][CH:5]=[N:6][C:7]=1Cl.CN.[CH2:12]([N:14](CC)CC)C, predict the reaction product. The product is: [Cl:9][C:3]1[N:4]=[CH:5][N:6]=[C:7]([NH:14][CH3:12])[C:2]=1[NH2:1]. (3) Given the reactants Cl[C:2]1[NH:6][C:5]2[CH:7]=[C:8]([C:20]([F:23])([F:22])[F:21])[CH:9]=[C:10]([C:11]3[CH:16]=[C:15]([F:17])[C:14]([F:18])=[C:13]([F:19])[CH:12]=3)[C:4]=2[N:3]=1.[Br:24][C:25]1[C:26]([N:31]2[CH2:36][CH2:35][NH:34][C@H:33]([CH3:37])[CH2:32]2)=[N:27][CH:28]=[CH:29][CH:30]=1, predict the reaction product. The product is: [Br:24][C:25]1[C:26]([N:31]2[CH2:36][CH2:35][N:34]([C:2]3[NH:3][C:4]4[C:10]([C:11]5[CH:16]=[C:15]([F:17])[C:14]([F:18])=[C:13]([F:19])[CH:12]=5)=[CH:9][C:8]([C:20]([F:23])([F:22])[F:21])=[CH:7][C:5]=4[N:6]=3)[C@H:33]([CH3:37])[CH2:32]2)=[N:27][CH:28]=[CH:29][CH:30]=1.